This data is from Full USPTO retrosynthesis dataset with 1.9M reactions from patents (1976-2016). The task is: Predict the reactants needed to synthesize the given product. (1) Given the product [CH:19]([O:18][C:15]1[CH:16]=[CH:17][C:12]([NH:11][C:9]([NH:8][C:5]2[CH:6]=[CH:7][C:2]([NH:33][CH2:32][CH2:31][N:30]3[CH2:25][CH2:26][O:27][CH2:28][CH2:29]3)=[C:3]([N+:22]([O-:24])=[O:23])[CH:4]=2)=[O:10])=[CH:13][CH:14]=1)([CH3:21])[CH3:20], predict the reactants needed to synthesize it. The reactants are: F[C:2]1[CH:7]=[CH:6][C:5]([NH:8][C:9]([NH:11][C:12]2[CH:17]=[CH:16][C:15]([O:18][CH:19]([CH3:21])[CH3:20])=[CH:14][CH:13]=2)=[O:10])=[CH:4][C:3]=1[N+:22]([O-:24])=[O:23].[CH2:25]1[N:30]([CH2:31][CH2:32][NH2:33])[CH2:29][CH2:28][O:27][CH2:26]1. (2) Given the product [CH3:13][N:7]1[C:8]([N+:10]([O-:12])=[O:11])=[CH:9][C:5]([C:3]2[N:4]=[CH:14][O:1][N:2]=2)=[N:6]1, predict the reactants needed to synthesize it. The reactants are: [OH:1][N:2]=[C:3]([C:5]1[CH:9]=[C:8]([N+:10]([O-:12])=[O:11])[N:7]([CH3:13])[N:6]=1)[NH2:4].[CH3:14]OC(OC)OC.FC(F)(F)C(O)=O. (3) The reactants are: [CH2:1]([O:3][C:4]([C:6]1[C:7]([C:25]2[CH:30]=[C:29]([CH3:31])[C:28]([OH:32])=[C:27]([CH3:33])[CH:26]=2)=[C:8]([CH3:24])[N:9]2[CH2:18][CH2:17][C:16]3[C:11](=[CH:12][C:13]([N+:21]([O-])=O)=[C:14]([O:19][CH3:20])[CH:15]=3)[C:10]=12)=[O:5])[CH3:2].[H][H]. Given the product [CH2:1]([O:3][C:4]([C:6]1[C:7]([C:25]2[CH:26]=[C:27]([CH3:33])[C:28]([OH:32])=[C:29]([CH3:31])[CH:30]=2)=[C:8]([CH3:24])[N:9]2[CH2:18][CH2:17][C:16]3[C:11](=[CH:12][C:13]([NH2:21])=[C:14]([O:19][CH3:20])[CH:15]=3)[C:10]=12)=[O:5])[CH3:2], predict the reactants needed to synthesize it. (4) Given the product [NH2:18][C:9]1[C:8]2[N:7]=[C:6]([CH2:19][CH2:20][O:21][CH3:22])[N:5]([CH2:4][CH2:3][CH2:2][NH:1][S:24]([CH3:23])(=[O:26])=[O:25])[C:17]=2[C:16]2[CH:15]=[CH:14][CH:13]=[CH:12][C:11]=2[N:10]=1, predict the reactants needed to synthesize it. The reactants are: [NH2:1][CH2:2][CH2:3][CH2:4][N:5]1[C:17]2[C:16]3[CH:15]=[CH:14][CH:13]=[CH:12][C:11]=3[N:10]=[C:9]([NH2:18])[C:8]=2[N:7]=[C:6]1[CH2:19][CH2:20][O:21][CH3:22].[CH3:23][S:24](Cl)(=[O:26])=[O:25]. (5) Given the product [CH3:35][C:31]([C:29]1[CH:28]=[CH:27][C:24]([C:25]#[N:26])=[C:23]([O:22][CH3:21])[CH:30]=1)([CH3:32])[CH2:34][N:18]1[CH2:19][CH2:20][N:15]([CH2:14][CH2:13][C:4]2[C:3]([CH3:2])=[C:11]3[C:7](=[CH:6][CH:5]=2)[C:8](=[O:12])[O:9][CH2:10]3)[CH2:16][CH2:17]1, predict the reactants needed to synthesize it. The reactants are: Cl.[CH3:2][C:3]1[C:11]2[CH2:10][O:9][C:8](=[O:12])[C:7]=2[CH:6]=[CH:5][C:4]=1[CH2:13][CH2:14][N:15]1[CH2:20][CH2:19][NH:18][CH2:17][CH2:16]1.[CH3:21][O:22][C:23]1[CH:30]=[C:29]([C:31]([CH3:35])([CH3:34])[CH:32]=O)[CH:28]=[CH:27][C:24]=1[C:25]#[N:26]. (6) Given the product [F:1][C:2]1[CH:3]=[CH:4][C:5]([NH:18][C:19](=[O:32])[C:20]2[CH:25]=[CH:24][C:23]([N:37]3[CH2:38][CH2:39][CH2:40][N:34]([CH3:33])[CH2:35][CH2:36]3)=[CH:22][C:21]=2[O:27][CH2:28][CH2:29][O:30][CH3:31])=[C:6]([CH:17]=1)[C:7]([NH:9][C:10]1[CH:15]=[CH:14][C:13]([Cl:16])=[CH:12][N:11]=1)=[O:8], predict the reactants needed to synthesize it. The reactants are: [F:1][C:2]1[CH:3]=[CH:4][C:5]([NH:18][C:19](=[O:32])[C:20]2[CH:25]=[CH:24][C:23](F)=[CH:22][C:21]=2[O:27][CH2:28][CH2:29][O:30][CH3:31])=[C:6]([CH:17]=1)[C:7]([NH:9][C:10]1[CH:15]=[CH:14][C:13]([Cl:16])=[CH:12][N:11]=1)=[O:8].[CH3:33][N:34]1[CH2:40][CH2:39][CH2:38][NH:37][CH2:36][CH2:35]1. (7) Given the product [C:30]([NH:31][C@H:32]1[CH2:36][CH2:35][N:34]([C:9]2[CH:8]=[CH:7][C:3]([C:4]([NH2:6])=[O:5])=[C:2]([NH:22][C:21]3[CH:23]=[CH:24][C:18]([N:12]4[CH2:17][CH2:16][CH2:15][CH2:14][CH2:13]4)=[CH:19][CH:20]=3)[N:10]=2)[CH2:33]1)(=[O:37])[CH:38]=[CH2:39], predict the reactants needed to synthesize it. The reactants are: Cl[C:2]1[N:10]=[C:9](Cl)[CH:8]=[CH:7][C:3]=1[C:4]([NH2:6])=[O:5].[N:12]1([C:18]2[CH:24]=[CH:23][C:21]([NH2:22])=[CH:20][CH:19]=2)[CH2:17][CH2:16][CH2:15][CH2:14][CH2:13]1.C(O[C:30](=[O:37])[NH:31][C@@H:32]1[CH2:36][CH2:35][NH:34][CH2:33]1)(C)(C)C.[C:38](O)(=O)[CH:39]=C. (8) Given the product [CH3:52][N:53]([CH3:64])[CH:54]1[CH2:55][N:56]([CH:58]2[CH2:63][CH2:62][N:61]([C:38]([NH:28][C:24]3[CH:23]=[C:22]([O:21][C:20]4[CH:19]=[CH:18][C:17]([NH:16][C:14]([C:11]5([C:9]([NH:8][C:5]6[CH:6]=[CH:7][C:2]([F:1])=[CH:3][CH:4]=6)=[O:10])[CH2:13][CH2:12]5)=[O:15])=[CH:48][CH:47]=4)[CH:27]=[CH:26][N:25]=3)=[O:40])[CH2:60][CH2:59]2)[CH2:57]1, predict the reactants needed to synthesize it. The reactants are: [F:1][C:2]1[CH:7]=[CH:6][C:5]([NH:8][C:9]([C:11]2([C:14]([NH:16][C:17]3[CH:48]=[CH:47][C:20]([O:21][C:22]4[CH:27]=[CH:26][N:25]=[C:24]([N:28]([C:38]([O:40]C5C=CC=CC=5)=O)C(=O)OC5C=CC=CC=5)[CH:23]=4)=[CH:19][CH:18]=3)=[O:15])[CH2:13][CH2:12]2)=[O:10])=[CH:4][CH:3]=1.Cl.Cl.Cl.[CH3:52][N:53]([CH3:64])[CH:54]1[CH2:57][N:56]([CH:58]2[CH2:63][CH2:62][NH:61][CH2:60][CH2:59]2)[CH2:55]1.C(N(CC)CC)C.O. (9) Given the product [F:1][C:2]1[CH:7]=[CH:6][CH:5]=[CH:4][C:3]=1[C:8]1[C:9]([C:23]2[CH:24]=[N:25][CH:26]=[C:27]([O:29][CH3:30])[CH:28]=2)=[C:10]([C:14]2[C:15]([F:22])=[CH:16][C:17]([F:21])=[CH:18][C:19]=2[F:20])[C:11](=[O:13])[NH:33][N:34]=1, predict the reactants needed to synthesize it. The reactants are: [F:1][C:2]1[CH:7]=[CH:6][CH:5]=[CH:4][C:3]=1[C:8]1(O)O[C:11](=[O:13])[C:10]([C:14]2[C:19]([F:20])=[CH:18][C:17]([F:21])=[CH:16][C:15]=2[F:22])=[C:9]1[C:23]1[CH:24]=[N:25][CH:26]=[C:27]([O:29][CH3:30])[CH:28]=1.O.[NH2:33][NH2:34]. (10) Given the product [C:1]([N:4]1[C:12]2[C:7](=[CH:8][C:9]([C:13](=[O:15])[CH3:14])=[CH:10][CH:11]=2)[C:6](=[C:17]([OH:23])[CH2:18][CH2:19][CH2:20][CH2:21][CH3:22])[C:5]1=[O:16])(=[O:3])[CH3:2], predict the reactants needed to synthesize it. The reactants are: [C:1]([N:4]1[C:12]2[C:7](=[CH:8][C:9]([C:13](=[O:15])[CH3:14])=[CH:10][CH:11]=2)[CH2:6][C:5]1=[O:16])(=[O:3])[CH3:2].[C:17](O)(=[O:23])[CH2:18][CH2:19][CH2:20][CH2:21][CH3:22].